Dataset: Experimentally validated miRNA-target interactions with 360,000+ pairs, plus equal number of negative samples. Task: Binary Classification. Given a miRNA mature sequence and a target amino acid sequence, predict their likelihood of interaction. The miRNA is hsa-miR-501-3p with sequence AAUGCACCCGGGCAAGGAUUCU. The protein sequence of the target gene is MATGADVRDILELGGPEGDAASGTISKKDIINPDKKKSKKSSETLTFKRPEGMHREVYALLYSDKKDAPPLLPSDTGQGYRTVKAKLGSKKVRPWKWMPFTNPARKDGAMFFHWRRAAEEGKDYPFARFNKTVQVPVYSEQEYQLYLHDDAWTKAETDHLFDLSRRFDLRFVVIHDRYDHQQFKKRSVEDLKERYYHICAKLANVRAVPGTDLKIPVFDAGHERRRKEQLERLYNRTPEQVAEEEYLLQELRKIEARKKEREKRSQDLQKLITAADTTAEQRRTERKAPKKKLPQKKEAE.... Result: 0 (no interaction).